Task: Predict the reaction yield, written as a fraction of the theoretical maximum amount of product (1.0 means a 100% yield; for example, 0.34 means a 34% yield).. Dataset: Reaction yield outcomes from USPTO patents with 853,638 reactions (1) The reactants are [CH3:1][O:2][C:3]1[CH:8]=[CH:7][C:6]([C:9]2[CH:14]=[CH:13][C:12]([C:15]([NH:17][C@H:18]([C:27]([O:29][CH3:30])=[O:28])[CH2:19][C:20]([O:22]C(C)(C)C)=[O:21])=[O:16])=[C:11]([NH:31][C:32]([NH:34][C:35]3[C:40]([CH3:41])=[CH:39][C:38]([CH3:42])=[CH:37][C:36]=3[CH3:43])=[O:33])[CH:10]=2)=[CH:5][CH:4]=1.C(O)(C(F)(F)F)=O. The catalyst is C(Cl)Cl. The product is [CH3:30][O:29][C:27](=[O:28])[C@@H:18]([NH:17][C:15]([C:12]1[CH:13]=[CH:14][C:9]([C:6]2[CH:5]=[CH:4][C:3]([O:2][CH3:1])=[CH:8][CH:7]=2)=[CH:10][C:11]=1[NH:31][C:32]([NH:34][C:35]1[C:36]([CH3:43])=[CH:37][C:38]([CH3:42])=[CH:39][C:40]=1[CH3:41])=[O:33])=[O:16])[CH2:19][C:20]([OH:22])=[O:21]. The yield is 0.900. (2) The reactants are I[C:2]1[N:6]2[CH:7]=[CH:8][CH:9]=[C:10]([C:11]#[N:12])[C:5]2=[N:4][CH:3]=1.[CH:13]([O:16][C:17]1[CH:18]=[C:19]([NH:32][C:33]([NH:35][CH2:36][C:37]([F:40])([F:39])[F:38])=[O:34])[CH:20]=[C:21](B2OC(C)(C)C(C)(C)O2)[CH:22]=1)([CH3:15])[CH3:14].C([O-])([O-])=O.[Na+].[Na+].CCOC(C)=O. The catalyst is O1CCOCC1.[Cl-].[Na+].O. The product is [C:11]([C:10]1[C:5]2[N:6]([C:2]([C:21]3[CH:20]=[C:19]([NH:32][C:33]([NH:35][CH2:36][C:37]([F:38])([F:39])[F:40])=[O:34])[CH:18]=[C:17]([O:16][CH:13]([CH3:15])[CH3:14])[CH:22]=3)=[CH:3][N:4]=2)[CH:7]=[CH:8][CH:9]=1)#[N:12]. The yield is 0.321. (3) The reactants are [CH3:1][O:2][C:3]1[C:8]2[N:9]=[C:10]([NH2:12])[S:11][C:7]=2[C:6]([N:13]2[CH2:18][CH2:17][O:16][CH2:15][CH2:14]2)=[CH:5][CH:4]=1.C(N(C(C)C)C(C)C)C.[Cl:28][C:29]1[CH:30]=[C:31]([CH:35]=[C:36]([CH3:38])[N:37]=1)[C:32](Cl)=[O:33].CO. The catalyst is C1COCC1.ClCCl. The product is [Cl:28][C:29]1[CH:30]=[C:31]([CH:35]=[C:36]([CH3:38])[N:37]=1)[C:32]([NH:12][C:10]1[S:11][C:7]2[C:6]([N:13]3[CH2:18][CH2:17][O:16][CH2:15][CH2:14]3)=[CH:5][CH:4]=[C:3]([O:2][CH3:1])[C:8]=2[N:9]=1)=[O:33]. The yield is 0.760. (4) The catalyst is CO. The product is [CH:11]1[CH:12]=[CH:13][C:14]2[C:9](=[CH:8][N:7]=[N:6][C:5]=2[NH:2][NH2:3])[CH:10]=1. The yield is 0.990. The reactants are O.[NH2:2][NH2:3].Cl[C:5]1[C:14]2[C:9](=[CH:10][CH:11]=[CH:12][CH:13]=2)[CH:8]=[N:7][N:6]=1. (5) The reactants are C([C:3]1[CH:4]=[CH:5][C:6]2[NH:12][CH2:11][CH:10](C(OC(C)(C)C)=O)[CH2:9][CH2:8][C:7]=2[CH:20]=1)#N.[CH3:21][CH2:22]O.[OH2:24].[OH-:25].[Na+].[CH3:27][Si](Cl)(C)C. No catalyst specified. The product is [CH2:5]1[C:4]2[CH:3]=[CH:20][C:7]([C:27]([O:25][CH2:21][CH3:22])=[O:24])=[CH:8][C:9]=2[CH2:10][CH2:11][NH:12][CH2:6]1. The yield is 0.810.